This data is from Forward reaction prediction with 1.9M reactions from USPTO patents (1976-2016). The task is: Predict the product of the given reaction. (1) The product is: [CH2:1]([O:4][CH2:5][CH:6]=[CH:7][C:8]1[CH:13]=[CH:12][CH:11]=[CH:10][CH:9]=1)[CH:2]=[CH:16][C:17]1[CH:22]=[CH:21][CH:20]=[CH:19][CH:18]=1. Given the reactants [C:1]([O:4][CH2:5][CH:6]=[CH:7][C:8]1[CH:13]=[CH:12][CH:11]=[CH:10][CH:9]=1)(=O)[CH3:2].C(O)C=[CH:16][C:17]1[CH:22]=[CH:21][CH:20]=[CH:19][CH:18]=1, predict the reaction product. (2) Given the reactants [Cl:1][C:2]1[CH:7]=[CH:6][C:5]([S:8]([N:11]([C:15]2[C:16]([C:22](=[O:31])[C:23]3[CH:28]=[CH:27][CH:26]=[C:25]([CH3:29])[C:24]=3[Cl:30])=[N:17][CH:18]=[C:19]([Cl:21])[CH:20]=2)COC)(=[O:10])=[O:9])=[CH:4][C:3]=1[C:32]([F:35])([F:34])[F:33].O, predict the reaction product. The product is: [Cl:1][C:2]1[CH:7]=[CH:6][C:5]([S:8]([NH:11][C:15]2[C:16]([C:22](=[O:31])[C:23]3[CH:28]=[CH:27][CH:26]=[C:25]([CH3:29])[C:24]=3[Cl:30])=[N:17][CH:18]=[C:19]([Cl:21])[CH:20]=2)(=[O:9])=[O:10])=[CH:4][C:3]=1[C:32]([F:34])([F:35])[F:33]. (3) Given the reactants [CH3:13][C:12]([O:11][C:9](O[C:9]([O:11][C:12]([CH3:15])([CH3:14])[CH3:13])=[O:10])=[O:10])([CH3:15])[CH3:14].Cl.Cl.Cl.[Cl:19][C:20]1[C:21]([CH2:44][NH2:45])=[C:22]2[C:28]3([CH2:33][CH2:32][NH:31][CH2:30][CH2:29]3)[CH2:27][N:26]([C:34]3[C:35]4[C@H:42]([CH3:43])[CH2:41][CH2:40][C:36]=4[N:37]=[CH:38][N:39]=3)[C:23]2=[CH:24][CH:25]=1, predict the reaction product. The product is: [NH2:45][CH2:44][C:21]1[C:20]([Cl:19])=[CH:25][CH:24]=[C:23]2[N:26]([C:34]3[C:35]4[C@H:42]([CH3:43])[CH2:41][CH2:40][C:36]=4[N:37]=[CH:38][N:39]=3)[CH2:27][C:28]3([CH2:29][CH2:30][N:31]([C:9]([O:11][C:12]([CH3:13])([CH3:14])[CH3:15])=[O:10])[CH2:32][CH2:33]3)[C:22]=12.